Dataset: Catalyst prediction with 721,799 reactions and 888 catalyst types from USPTO. Task: Predict which catalyst facilitates the given reaction. (1) Reactant: [O:1]=[S:2]1(=[O:28])[C:7]2[CH:8]=[CH:9][CH:10]=[CH:11][C:6]=2[NH:5][C:4]([C:12]2[C:13](=[O:27])[N:14]([CH2:22][CH2:23][CH:24]([CH3:26])[CH3:25])[NH:15][CH:16]([CH:19]([CH3:21])[CH3:20])[C:17]=2[OH:18])=[N:3]1.[N+:29]([O-])([OH:31])=[O:30]. Product: [OH:18][C:17]1[C:16]([CH:19]([CH3:21])[CH3:20])=[N:15][N:14]([CH2:22][CH2:23][CH:24]([CH3:26])[CH3:25])[C:13](=[O:27])[C:12]=1[C:4]1[NH:5][C:6]2[CH:11]=[CH:10][C:9]([N+:29]([O-:31])=[O:30])=[CH:8][C:7]=2[S:2](=[O:1])(=[O:28])[N:3]=1. The catalyst class is: 82. (2) Reactant: [F:1]C1C=CC(CO)=CC=1.CC(OI1(OC(C)=O)(OC(C)=O)O[C:21](=O)[C:20]2[CH:19]=[CH:18][CH:17]=[CH:16][C:15]1=2)=O.[Cl:32][C:33]1[CH:42]=[C:41]2[C:36]([C:37]([NH:43][CH:44]3[CH2:49][CH2:48][CH:47]([NH2:50])[CH2:46][CH2:45]3)=[CH:38][CH:39]=[N:40]2)=[CH:35][CH:34]=1.C(O)(=O)C.C([BH3-])#N. Product: [Cl:32][C:33]1[CH:42]=[C:41]2[C:36]([C:37]([NH:43][C@H:44]3[CH2:45][CH2:46][C@@H:47]([NH:50][CH2:21][C:20]4[CH:15]=[CH:16][CH:17]=[C:18]([F:1])[CH:19]=4)[CH2:48][CH2:49]3)=[CH:38][CH:39]=[N:40]2)=[CH:35][CH:34]=1. The catalyst class is: 4.